This data is from Full USPTO retrosynthesis dataset with 1.9M reactions from patents (1976-2016). The task is: Predict the reactants needed to synthesize the given product. (1) Given the product [CH2:40]([Sn:35]([CH2:31][CH2:32][CH2:33][CH3:34])([CH2:36][CH2:37][CH2:38][CH3:39])[C:22]1[N:18]([C:23]2[CH:30]=[CH:29][C:26]([C:27]#[N:28])=[CH:25][CH:24]=2)[N:19]=[CH:20][CH:21]=1)[CH2:41][CH2:42][CH3:43], predict the reactants needed to synthesize it. The reactants are: C([Li])CCCCC.CC1(C)CCCC(C)(C)N1.[N:18]1([C:23]2[CH:30]=[CH:29][C:26]([C:27]#[N:28])=[CH:25][CH:24]=2)[CH:22]=[CH:21][CH:20]=[N:19]1.[CH2:31]([Sn:35](Cl)([CH2:40][CH2:41][CH2:42][CH3:43])[CH2:36][CH2:37][CH2:38][CH3:39])[CH2:32][CH2:33][CH3:34]. (2) Given the product [N+:1]([C:4]1[CH:13]=[CH:12][CH:11]=[CH:10][C:5]=1[C:6]1[O:7][C:15](=[O:16])[NH:9][N:8]=1)([O-:3])=[O:2], predict the reactants needed to synthesize it. The reactants are: [N+:1]([C:4]1[CH:13]=[CH:12][CH:11]=[CH:10][C:5]=1[C:6]([NH:8][NH2:9])=[O:7])([O-:3])=[O:2].Cl[C:15](OC(Cl)(Cl)Cl)=[O:16]. (3) The reactants are: [F:1][C:2]1[CH:7]=[CH:6][CH:5]=[CH:4][C:3]=1[N:8]1[C:12]([C:13]2[CH:18]=[C:17]([CH2:19][O:20][C@H:21]([CH3:26])[C:22]([F:25])([F:24])[F:23])[CH:16]=[C:15]([F:27])[CH:14]=2)=[CH:11][C:10]([NH2:28])=[N:9]1.[O:29]=[C:30]1[NH:34][CH2:33][C@@H:32]([C:35](O)=[O:36])[CH2:31]1.CCN=C=NCCCN(C)C.Cl.O. Given the product [F:1][C:2]1[CH:7]=[CH:6][CH:5]=[CH:4][C:3]=1[N:8]1[C:12]([C:13]2[CH:18]=[C:17]([CH2:19][O:20][C@H:21]([CH3:26])[C:22]([F:23])([F:24])[F:25])[CH:16]=[C:15]([F:27])[CH:14]=2)=[CH:11][C:10]([NH:28][C:35]([C@H:32]2[CH2:31][C:30](=[O:29])[NH:34][CH2:33]2)=[O:36])=[N:9]1, predict the reactants needed to synthesize it. (4) Given the product [C:5]([C:4]1[CH:11]=[CH:12][N:13]=[C:2]([Cl:1])[CH:3]=1)(=[O:6])[CH3:14], predict the reactants needed to synthesize it. The reactants are: [Cl:1][C:2]1[CH:3]=[C:4]([CH:11]=[CH:12][N:13]=1)[C:5](N(OC)C)=[O:6].[CH3:14][Mg]Br. (5) Given the product [CH3:12][C:13]1[C:25]2[C:16](=[N:17][C:18]3[C:23]([C:24]=2[S:26]([CH2:27][CH2:28][CH3:29])=[O:9])=[CH:22][CH:21]=[CH:20][CH:19]=3)[N:15]([C:30]2[CH:35]=[CH:34][CH:33]=[CH:32][N:31]=2)[N:14]=1, predict the reactants needed to synthesize it. The reactants are: ClC1C=CC=C(C(OO)=[O:9])C=1.[CH3:12][C:13]1[C:25]2[C:16](=[N:17][C:18]3[C:23]([C:24]=2[S:26][CH2:27][CH2:28][CH3:29])=[CH:22][CH:21]=[CH:20][CH:19]=3)[N:15]([C:30]2[CH:35]=[CH:34][CH:33]=[CH:32][N:31]=2)[N:14]=1. (6) Given the product [CH:1]1([C@H:7]([N:11]([C:35](=[O:36])[C:34]2[CH:38]=[C:39]([CH3:41])[CH:40]=[C:32]([CH3:31])[CH:33]=2)[NH:12][C:13](=[O:23])[C:14]2[CH:19]=[CH:18][CH:17]=[C:16]([O:20][CH3:21])[C:15]=2[CH3:22])[CH2:8][CH:9]=[CH2:10])[CH2:2][CH2:3][CH2:4][CH2:5][CH2:6]1, predict the reactants needed to synthesize it. The reactants are: [CH:1]1([C@H:7]([NH:11][NH:12][C:13](=[O:23])[C:14]2[CH:19]=[CH:18][CH:17]=[C:16]([O:20][CH3:21])[C:15]=2[CH3:22])[CH2:8][CH:9]=[CH2:10])[CH2:6][CH2:5][CH2:4][CH2:3][CH2:2]1.C([O-])([O-])=O.[K+].[K+].O.[CH3:31][C:32]1[CH:33]=[C:34]([CH:38]=[C:39]([CH3:41])[CH:40]=1)[C:35](Cl)=[O:36]. (7) Given the product [Cl:28][C:25]1[CH:26]=[CH:27][C:22]([CH2:21][O:18][C:10]2[C:9]([F:19])=[C:8]([C:5]3[N:6]=[CH:7][C:2]([NH2:1])=[N:3][CH:4]=3)[CH:13]=[CH:12][C:11]=2[CH:14]2[CH2:15][CH2:16][CH2:17]2)=[CH:23][CH:24]=1, predict the reactants needed to synthesize it. The reactants are: [NH2:1][C:2]1[N:3]=[CH:4][C:5]([C:8]2[C:9]([F:19])=[C:10]([OH:18])[C:11]([CH:14]3[CH2:17][CH2:16][CH2:15]3)=[CH:12][CH:13]=2)=[N:6][CH:7]=1.Br[CH2:21][C:22]1[CH:27]=[CH:26][C:25]([Cl:28])=[CH:24][CH:23]=1. (8) Given the product [CH3:23][C:21]1[C:22]2[C:18](=[N:17][C:8]([C:5]3[CH:6]=[N:7][C:2]([CH3:1])=[CH:3][CH:4]=3)=[C:9]([C:10]3[CH:15]=[CH:14][N:13]=[CH:12][CH:11]=3)[C:8]=2[C:5]2[CH:6]=[N:7][C:2]([CH3:1])=[CH:3][CH:4]=2)[NH:19][N:20]=1, predict the reactants needed to synthesize it. The reactants are: [CH3:1][C:2]1[N:7]=[CH:6][C:5]([C:8](=O)[CH2:9][C:10]2[CH:15]=[CH:14][N:13]=[CH:12][CH:11]=2)=[CH:4][CH:3]=1.[NH2:17][C:18]1[NH:19][N:20]=[C:21]([CH3:23])[CH:22]=1. (9) Given the product [CH2:14]([N:21]1[C:25](/[CH:1]=[C:5](/[C:4]([O:12][CH3:13])=[O:11])\[CH2:6][C:7]([OH:9])=[O:8])=[CH:24][N:23]=[C:22]1[C:28]([CH3:31])([CH3:30])[CH3:29])[C:15]1[CH:20]=[CH:19][CH:18]=[CH:17][CH:16]=1, predict the reactants needed to synthesize it. The reactants are: [CH3:1][O-].[Na+].[C:4]([O:12][CH3:13])(=[O:11])[CH2:5][CH2:6][C:7]([O:9]C)=[O:8].[CH2:14]([N:21]1[CH:25]=[CH:24][NH:23][C:22]1([C:28]([CH3:31])([CH3:30])[CH3:29])C=O)[C:15]1[CH:20]=[CH:19][CH:18]=[CH:17][CH:16]=1. (10) Given the product [CH2:40]([N:39]([CH3:38])[CH2:26][CH2:25][CH2:24][O:23][C:20]1[CH:21]=[C:22]2[C:17](=[CH:18][CH:19]=1)[NH:16][N:15]=[C:14]2[S:11]([C:1]1[C:10]2[C:5](=[CH:6][CH:7]=[CH:8][CH:9]=2)[CH:4]=[CH:3][CH:2]=1)(=[O:13])=[O:12])[CH3:41], predict the reactants needed to synthesize it. The reactants are: [C:1]1([S:11]([C:14]2[C:22]3[C:17](=[CH:18][CH:19]=[C:20]([O:23][CH2:24][CH2:25][CH2:26]OS(C4C=CC(C)=CC=4)(=O)=O)[CH:21]=3)[NH:16][N:15]=2)(=[O:13])=[O:12])[C:10]2[C:5](=[CH:6][CH:7]=[CH:8][CH:9]=2)[CH:4]=[CH:3][CH:2]=1.[CH3:38][NH:39][CH2:40][CH3:41].